From a dataset of Full USPTO retrosynthesis dataset with 1.9M reactions from patents (1976-2016). Predict the reactants needed to synthesize the given product. (1) Given the product [N:1]1([CH2:6][C:7]2([CH2:10][NH:11][C:12]([C:14]3[CH:15]=[CH:16][C:17]([NH:20][C:21]4[N:26]=[C:25]([O:27][CH2:28][C:29]([F:32])([F:30])[F:31])[N:24]=[C:23]([NH:33][C:34]5([C:37]6[CH:49]=[CH:48][C:40]([O:41][CH2:42][C:43]([OH:45])=[O:44])=[CH:39][CH:38]=6)[CH2:36][CH2:35]5)[N:22]=4)=[CH:18][CH:19]=3)=[O:13])[CH2:9][CH2:8]2)[CH2:2][CH2:3][CH2:4][CH2:5]1, predict the reactants needed to synthesize it. The reactants are: [N:1]1([CH2:6][C:7]2([CH2:10][NH:11][C:12]([C:14]3[CH:19]=[CH:18][C:17]([NH:20][C:21]4[N:26]=[C:25]([O:27][CH2:28][C:29]([F:32])([F:31])[F:30])[N:24]=[C:23]([NH:33][C:34]5([C:37]6[CH:49]=[CH:48][C:40]([O:41][CH2:42][C:43]([O:45]CC)=[O:44])=[CH:39][CH:38]=6)[CH2:36][CH2:35]5)[N:22]=4)=[CH:16][CH:15]=3)=[O:13])[CH2:9][CH2:8]2)[CH2:5][CH2:4][CH2:3][CH2:2]1.[Li+].[OH-].O. (2) The reactants are: [O:1]=[C:2]1[CH2:11][CH2:10][C:9]2[C:4](=[CH:5][CH:6]=[C:7]([C:12]3[CH:13]=[C:14]([CH2:18][NH:19][S:20]([CH2:23][CH3:24])(=[O:22])=[O:21])[CH:15]=[N:16][CH:17]=3)[CH:8]=2)[NH:3]1.[Cl:25]N1C(=O)CCC1=O.O. Given the product [Cl:25][C:5]1[CH:6]=[C:7]([C:12]2[CH:13]=[C:14]([CH2:18][NH:19][S:20]([CH2:23][CH3:24])(=[O:22])=[O:21])[CH:15]=[N:16][CH:17]=2)[CH:8]=[C:9]2[C:4]=1[NH:3][C:2](=[O:1])[CH2:11][CH2:10]2, predict the reactants needed to synthesize it.